The task is: Predict the reactants needed to synthesize the given product.. This data is from Retrosynthesis with 50K atom-mapped reactions and 10 reaction types from USPTO. (1) Given the product COCCOC1CCN(C(=O)OC(C)(C)C)CC1, predict the reactants needed to synthesize it. The reactants are: CC(C)(C)OC(=O)N1CCC(OCCO)CC1.CI. (2) Given the product CC(=O)N1N=C(c2ccc(N)c(Cl)c2)c2cc(Cl)c(Cl)cc2CC1C, predict the reactants needed to synthesize it. The reactants are: CC(=O)N1N=C(c2ccc([N+](=O)[O-])c(Cl)c2)c2cc(Cl)c(Cl)cc2CC1C.